Dataset: Forward reaction prediction with 1.9M reactions from USPTO patents (1976-2016). Task: Predict the product of the given reaction. Given the reactants [Br:1][C:2]1[CH:3]=[C:4]([CH:10]=[C:11]([NH:13][C:14]([CH:16]2[CH2:18][C:17]2([F:20])[F:19])=O)[CH:12]=1)[C:5](OCC)=[O:6].B.CSC, predict the reaction product. The product is: [Br:1][C:2]1[CH:3]=[C:4]([CH2:5][OH:6])[CH:10]=[C:11]([NH:13][CH2:14][CH:16]2[CH2:18][C:17]2([F:20])[F:19])[CH:12]=1.